Dataset: Full USPTO retrosynthesis dataset with 1.9M reactions from patents (1976-2016). Task: Predict the reactants needed to synthesize the given product. (1) Given the product [CH3:40][O:41][C:42]1[CH:43]=[CH:44][C:45]([CH2:46][N:47]2[C:51]3=[N:52][CH:53]=[CH:54][C:55]([O:56][C:57]4[CH:62]=[CH:61][C:60]([NH:63][C:28]([C:23]5[C:24](=[O:32])[N:19]([C:16]6[CH:15]=[CH:14][C:13]([F:12])=[CH:18][CH:17]=6)[N:20]=[CH:21][CH:22]=5)=[O:29])=[CH:59][C:58]=4[F:64])=[C:50]3[C:49]([S:65][CH:66]3[CH2:71][CH2:70][N:69]([C:72]([O:74][C:75]([CH3:76])([CH3:78])[CH3:77])=[O:73])[CH2:68][CH2:67]3)=[N:48]2)=[CH:79][CH:80]=1, predict the reactants needed to synthesize it. The reactants are: CCN=C=NCCCN(C)C.[F:12][C:13]1[CH:18]=[CH:17][C:16]([NH:19]/[N:20]=[CH:21]/[CH:22]=[C:23]2[C:28](=[O:29])OC(C)(C)O[C:24]2=[O:32])=[CH:15][CH:14]=1.C(N(CC)CC)C.[CH3:40][O:41][C:42]1[CH:80]=[CH:79][C:45]([CH2:46][N:47]2[C:51]3=[N:52][CH:53]=[CH:54][C:55]([O:56][C:57]4[CH:62]=[CH:61][C:60]([NH2:63])=[CH:59][C:58]=4[F:64])=[C:50]3[C:49]([S:65][CH:66]3[CH2:71][CH2:70][N:69]([C:72]([O:74][C:75]([CH3:78])([CH3:77])[CH3:76])=[O:73])[CH2:68][CH2:67]3)=[N:48]2)=[CH:44][CH:43]=1.FC1C=CC(N2C(=O)C(C(O)=O)=CC=N2)=CC=1.NC1C=CC=CC=1. (2) Given the product [ClH:18].[NH2:8][CH:9]1[C:17]2[C:12](=[CH:13][CH:14]=[CH:15][CH:16]=2)[CH2:11][CH2:10]1, predict the reactants needed to synthesize it. The reactants are: C([NH:8][CH:9]1[C:17]2[C:12](=[CH:13][CH:14]=[CH:15][CH:16]=2)[CH2:11][CH2:10]1)(OC(C)(C)C)=O.[ClH:18].